This data is from Reaction yield outcomes from USPTO patents with 853,638 reactions. The task is: Predict the reaction yield, written as a fraction of the theoretical maximum amount of product (1.0 means a 100% yield; for example, 0.34 means a 34% yield). The reactants are [Cl:1][C:2]1[N:7]=[C:6]([N:8]2[CH2:11][CH:10]([C:12]([OH:14])=O)[CH2:9]2)[C:5]([Cl:15])=[CH:4][N:3]=1.CCN=C=NCCCN(C)C.C1C=CC2N(O)N=NC=2C=1.[CH:37]1[CH:42]=[C:41]([Cl:43])[CH:40]=[C:39]([C@H:44]([NH2:47])[CH2:45][OH:46])[CH:38]=1.C(N(CC)CC)C. The catalyst is CN(C=O)C.C(OCC)(=O)C. The product is [Cl:43][C:41]1[CH:40]=[C:39]([CH:44]([NH:47][C:12]([CH:10]2[CH2:9][N:8]([C:6]3[C:5]([Cl:15])=[CH:4][N:3]=[C:2]([Cl:1])[N:7]=3)[CH2:11]2)=[O:14])[CH2:45][OH:46])[CH:38]=[CH:37][CH:42]=1. The yield is 0.410.